This data is from Full USPTO retrosynthesis dataset with 1.9M reactions from patents (1976-2016). The task is: Predict the reactants needed to synthesize the given product. Given the product [F:1][C:2]1[CH:8]=[CH:7][C:6]([O:9][CH3:10])=[CH:5][C:3]=1[NH:4][C:12]([NH2:13])=[O:11], predict the reactants needed to synthesize it. The reactants are: [F:1][C:2]1[CH:8]=[CH:7][C:6]([O:9][CH3:10])=[CH:5][C:3]=1[NH2:4].[O-:11][C:12]#[N:13].[K+].